From a dataset of Experimentally validated miRNA-target interactions with 360,000+ pairs, plus equal number of negative samples. Binary Classification. Given a miRNA mature sequence and a target amino acid sequence, predict their likelihood of interaction. The miRNA is mmu-miR-7000-3p with sequence CACCCACCUGCCUGUCCUCCAG. The protein sequence of the target gene is MWRGLSALVTQAAWAPLRLCARCSTSAESLVPSSTIFALSSGQGRCAIAVIRTSGPASGLALRSLTALQEPPPARRACLRLLRHPCSGEPLDRSLVLWFPGPQSFTGEDCVEFHVHGGPAVVSGVLQALGSVPGLRPAEAGEFTRRAFAHGKLSLTEVEGLADLIRAETEAQRRQALRQLDGELSQLCQGWAKTLTKALAYVEAYIDFGEDDNLEEGVLEQADREVRALEVALGSHLRDARRGQRLLSGANVVVTGPPNAGKSSLVNLLSQKPVSIVSPEPGTTRDVLETPVDLAGFPVL.... Result: 0 (no interaction).